Dataset: Forward reaction prediction with 1.9M reactions from USPTO patents (1976-2016). Task: Predict the product of the given reaction. Given the reactants [CH3:1][O:2][C:3]([C:5]1[C:6]([NH:24][C:25]2[CH:30]=[CH:29][C:28]([Si](C)(C)C)=[CH:27][C:26]=2[F:35])=[C:7]2[C:11](=[CH:12][CH:13]=1)[N:10]([S:14]([C:17]1[CH:22]=[CH:21][C:20]([CH3:23])=[CH:19][CH:18]=1)(=[O:16])=[O:15])[N:9]=[CH:8]2)=[O:4].[I:36]Cl, predict the reaction product. The product is: [CH3:1][O:2][C:3]([C:5]1[C:6]([NH:24][C:25]2[CH:30]=[CH:29][C:28]([I:36])=[CH:27][C:26]=2[F:35])=[C:7]2[C:11](=[CH:12][CH:13]=1)[N:10]([S:14]([C:17]1[CH:22]=[CH:21][C:20]([CH3:23])=[CH:19][CH:18]=1)(=[O:16])=[O:15])[N:9]=[CH:8]2)=[O:4].